Dataset: Full USPTO retrosynthesis dataset with 1.9M reactions from patents (1976-2016). Task: Predict the reactants needed to synthesize the given product. (1) Given the product [NH2:1][C:2]1[C:10]2[C:5](=[CH:6][CH:7]=[CH:8][C:9]=2[F:11])[C@@:4]([C:19]2[CH:20]=[C:21]([CH3:28])[C:22](=[O:27])[N:23]([CH2:25][CH3:26])[CH:24]=2)([C:12]2[CH:17]=[CH:16][CH:15]=[C:14]([C:41]3[CH:46]=[C:45]([C:47]#[C:48][CH3:49])[CH:44]=[CH:43][N:42]=3)[CH:13]=2)[N:3]=1, predict the reactants needed to synthesize it. The reactants are: [NH2:1][C:2]1[C:10]2[C:5](=[CH:6][CH:7]=[CH:8][C:9]=2[F:11])[C@@:4]([C:19]2[CH:20]=[C:21]([CH3:28])[C:22](=[O:27])[N:23]([CH2:25][CH3:26])[CH:24]=2)([C:12]2[CH:17]=[CH:16][CH:15]=[C:14](Br)[CH:13]=2)[N:3]=1.C([O-])(=O)C.[K+].C(=O)([O-])[O-].[K+].[K+].Cl[C:41]1[CH:46]=[C:45]([C:47]#[C:48][CH3:49])[CH:44]=[CH:43][N:42]=1. (2) The reactants are: [NH2:1][CH2:2][CH2:3][C:4]1[CH:5]=[CH:6][C:7]([CH2:14][N:15]2[CH2:19][CH2:18][CH2:17][CH2:16]2)=[C:8]([CH:13]=1)[C:9]([O:11][CH3:12])=[O:10].[Cl:20][C:21]1[CH:26]=[CH:25][C:24]([C:27]2[CH:32]=[CH:31][C:30]([C:33](O)=[O:34])=[CH:29][CH:28]=2)=[CH:23][CH:22]=1. Given the product [Cl:20][C:21]1[CH:22]=[CH:23][C:24]([C:27]2[CH:32]=[CH:31][C:30]([C:33]([NH:1][CH2:2][CH2:3][C:4]3[CH:5]=[CH:6][C:7]([CH2:14][N:15]4[CH2:19][CH2:18][CH2:17][CH2:16]4)=[C:8]([CH:13]=3)[C:9]([O:11][CH3:12])=[O:10])=[O:34])=[CH:29][CH:28]=2)=[CH:25][CH:26]=1, predict the reactants needed to synthesize it. (3) Given the product [CH2:1]([O:8][C:9](=[O:33])[C@@H:10]([NH:20][C:21](=[O:32])[C@@H:22]([NH:24][C:25](=[O:26])[CH2:56][N:53]1[CH2:54][CH2:55][O:50][CH2:51][CH2:52]1)[CH3:23])[CH2:11][C:12]1[CH:17]=[CH:16][C:15]([O:18][CH3:19])=[CH:14][CH:13]=1)[C:2]1[CH:3]=[CH:4][CH:5]=[CH:6][CH:7]=1, predict the reactants needed to synthesize it. The reactants are: [CH2:1]([O:8][C:9](=[O:33])[C@@H:10]([NH:20][C:21](=[O:32])[C@@H:22]([NH:24][C:25](OC(C)(C)C)=[O:26])[CH3:23])[CH2:11][C:12]1[CH:17]=[CH:16][C:15]([O:18][CH3:19])=[CH:14][CH:13]=1)[C:2]1[CH:7]=[CH:6][CH:5]=[CH:4][CH:3]=1.FC(F)(F)C(O)=O.C(N(CC)C(C)C)(C)C.[O:50]1[CH2:55][CH2:54][N:53]([CH2:56]C(O)=O)[CH2:52][CH2:51]1.CN(C(ON1N=NC2C=CC=NC1=2)=[N+](C)C)C.F[P-](F)(F)(F)(F)F. (4) Given the product [CH3:1][C:2]1[NH:3][C:4]2[C:5]([N:11]=1)=[N+:6]([O-:20])[CH:7]=[CH:8][C:9]=2[CH3:10], predict the reactants needed to synthesize it. The reactants are: [CH3:1][C:2]1[NH:3][C:4]2[C:5]([N:11]=1)=[N:6][CH:7]=[CH:8][C:9]=2[CH3:10].ClC1C=CC=C(C(OO)=[O:20])C=1. (5) Given the product [C:1]([O:5][C:6](=[O:7])[NH:8][C@@H:9]([CH2:13][C:14]1[CH:19]=[CH:18][CH:17]=[C:16]([F:20])[CH:15]=1)[CH2:10][OH:11])([CH3:4])([CH3:2])[CH3:3], predict the reactants needed to synthesize it. The reactants are: [C:1]([O:5][C:6]([NH:8][C@@H:9]([CH2:13][C:14]1[CH:19]=[CH:18][CH:17]=[C:16]([F:20])[CH:15]=1)[C:10](O)=[O:11])=[O:7])([CH3:4])([CH3:3])[CH3:2].O1CCCC1. (6) Given the product [OH:26][C@@H:25]([CH3:27])[C@@H:24]([NH:23][C:6]([O:20][CH2:19][CH2:18][C:17]1[CH:21]=[CH:22][C:14]([CH3:13])=[CH:15][CH:16]=1)=[O:7])[C:28]([OH:30])=[O:29], predict the reactants needed to synthesize it. The reactants are: C1N=CN([C:6](N2C=NC=C2)=[O:7])C=1.[CH3:13][C:14]1[CH:22]=[CH:21][C:17]([CH2:18][CH2:19][OH:20])=[CH:16][CH:15]=1.[NH2:23][C@@H:24]([C:28]([OH:30])=[O:29])[C@H:25]([CH3:27])[OH:26].CCN(CC)CC.